Dataset: Full USPTO retrosynthesis dataset with 1.9M reactions from patents (1976-2016). Task: Predict the reactants needed to synthesize the given product. The reactants are: [C:1]([O:5][C:6]([N:8]1[CH2:13][CH2:12][CH:11]([O:14][CH2:15]/[CH:16]=[CH:17]/[C:18]2[CH:23]=[CH:22][C:21]([S:24]([CH3:27])(=[O:26])=[O:25])=[CH:20][CH:19]=2)[CH2:10][CH2:9]1)=[O:7])([CH3:4])([CH3:3])[CH3:2]. Given the product [C:1]([O:5][C:6]([N:8]1[CH2:13][CH2:12][CH:11]([O:14][CH2:15][CH2:16][CH2:17][C:18]2[CH:23]=[CH:22][C:21]([S:24]([CH3:27])(=[O:26])=[O:25])=[CH:20][CH:19]=2)[CH2:10][CH2:9]1)=[O:7])([CH3:4])([CH3:3])[CH3:2], predict the reactants needed to synthesize it.